Dataset: Forward reaction prediction with 1.9M reactions from USPTO patents (1976-2016). Task: Predict the product of the given reaction. (1) Given the reactants [I:1][C:2]1[CH:3]=[C:4]2[C:8](=[CH:9][CH:10]=1)[NH:7][C:6](=[O:11])[C:5]2=[N:12][NH:13][C:14]([C:16]1[CH:21]=[CH:20][C:19]([NH:22][C:23](=[O:32])[CH2:24][CH2:25][CH2:26][CH2:27][C:28]([O:30]C)=[O:29])=[CH:18][CH:17]=1)=[O:15].[OH-].[Na+], predict the reaction product. The product is: [I:1][C:2]1[CH:3]=[C:4]2[C:8](=[CH:9][CH:10]=1)[NH:7][C:6](=[O:11])[C:5]2=[N:12][NH:13][C:14]([C:16]1[CH:17]=[CH:18][C:19]([NH:22][C:23](=[O:32])[CH2:24][CH2:25][CH2:26][CH2:27][C:28]([OH:30])=[O:29])=[CH:20][CH:21]=1)=[O:15]. (2) Given the reactants [Cl:1][C:2]1[C:10]2[C:5](=[CH:6][CH:7]=[C:8]([C:11]([O:13][CH3:14])=[O:12])[CH:9]=2)[NH:4][CH:3]=1.[CH3:15][C:16]([O:19][C:20](O[C:20]([O:19][C:16]([CH3:18])([CH3:17])[CH3:15])=[O:21])=[O:21])([CH3:18])[CH3:17], predict the reaction product. The product is: [Cl:1][C:2]1[C:10]2[C:5](=[CH:6][CH:7]=[C:8]([C:11]([O:13][CH3:14])=[O:12])[CH:9]=2)[N:4]([C:20]([O:19][C:16]([CH3:18])([CH3:17])[CH3:15])=[O:21])[CH:3]=1. (3) Given the reactants [NH2:1][C:2]1([C:16]2[S:17][CH:18]=[C:19]([Br:21])[CH:20]=2)[CH:6]([CH2:7][OH:8])[CH2:5][N:4]([C:9]([O:11][C:12]([CH3:15])([CH3:14])[CH3:13])=[O:10])[CH2:3]1.[C:22]([N:30]=[C:31]=[S:32])(=[O:29])[C:23]1[CH:28]=[CH:27][CH:26]=[CH:25][CH:24]=1, predict the reaction product. The product is: [C:22]([NH:30][C:31]([NH:1][C:2]1([C:16]2[S:17][CH:18]=[C:19]([Br:21])[CH:20]=2)[CH:6]([CH2:7][OH:8])[CH2:5][N:4]([C:9]([O:11][C:12]([CH3:15])([CH3:14])[CH3:13])=[O:10])[CH2:3]1)=[S:32])(=[O:29])[C:23]1[CH:28]=[CH:27][CH:26]=[CH:25][CH:24]=1. (4) Given the reactants [NH2:1][C:2]1[C:3]([C:9]([O:11]C)=[O:10])=[N:4][C:5](Br)=[CH:6][N:7]=1.C(B(CC)[C:16]1[CH:17]=[N:18][CH:19]=[CH:20][CH:21]=1)C.C1(P(C2C=CC=CC=2)C2C=CC=CC=2)C=CC=CC=1.C(=O)([O-])[O-].[Na+].[Na+], predict the reaction product. The product is: [NH2:1][C:2]1[C:3]([C:9]([OH:11])=[O:10])=[N:4][C:5]([C:16]2[CH:17]=[N:18][CH:19]=[CH:20][CH:21]=2)=[CH:6][N:7]=1. (5) Given the reactants [CH3:1][S:2](Cl)(=[O:4])=[O:3].[CH2:6]([O:8][C:9]1[CH:14]=[CH:13][C:12]([N:15]2[CH2:20][CH2:19][CH:18]([C:21]3[CH:26]=[CH:25][C:24]([C@@H:27]([NH2:29])[CH3:28])=[CH:23][CH:22]=3)[CH2:17][CH2:16]2)=[CH:11][CH:10]=1)[CH3:7].C(N(CC)CC)C, predict the reaction product. The product is: [CH2:6]([O:8][C:9]1[CH:10]=[CH:11][C:12]([N:15]2[CH2:16][CH2:17][CH:18]([C:21]3[CH:22]=[CH:23][C:24]([C@@H:27]([NH:29][S:2]([CH3:1])(=[O:4])=[O:3])[CH3:28])=[CH:25][CH:26]=3)[CH2:19][CH2:20]2)=[CH:13][CH:14]=1)[CH3:7]. (6) Given the reactants C(=O)([O-])[O-].[K+].[K+].[CH:7]1([CH2:10][N:11]2[C:17](=[O:18])[C@@H:16]([NH:19][C:20]([N:22]3[CH2:27][CH2:26][CH:25]([N:28]4[CH:32]=[C:31]([C:33]5[CH:38]=[CH:37][CH:36]=[CH:35][CH:34]=5)[NH:30][C:29]4=[O:39])[CH2:24][CH2:23]3)=[O:21])[CH2:15][NH:14][C@H:13]([C:40]3[CH:45]=[CH:44][CH:43]=[CH:42][CH:41]=3)[CH2:12]2)[CH2:9][CH2:8]1.[CH2:46](Br)[C:47]1[CH:52]=[CH:51][CH:50]=[CH:49][CH:48]=1, predict the reaction product. The product is: [CH2:46]([N:14]1[CH2:15][C@@H:16]([NH:19][C:20]([N:22]2[CH2:27][CH2:26][CH:25]([N:28]3[CH:32]=[C:31]([C:33]4[CH:34]=[CH:35][CH:36]=[CH:37][CH:38]=4)[NH:30][C:29]3=[O:39])[CH2:24][CH2:23]2)=[O:21])[C:17](=[O:18])[N:11]([CH2:10][CH:7]2[CH2:9][CH2:8]2)[CH2:12][C@@H:13]1[C:40]1[CH:45]=[CH:44][CH:43]=[CH:42][CH:41]=1)[C:47]1[CH:52]=[CH:51][CH:50]=[CH:49][CH:48]=1. (7) The product is: [F:30][C:31]1[CH:32]=[C:33]([C:19]2[CH:20]=[CH:21][C:16]([S:13]([NH:12][C:10]3[C:9]([F:23])=[CH:8][C:3]([C:4]([OH:6])=[O:5])=[C:2]([F:1])[CH:11]=3)(=[O:15])=[O:14])=[CH:17][CH:18]=2)[CH:34]=[C:35]([F:37])[CH:36]=1. Given the reactants [F:1][C:2]1[CH:11]=[C:10]([NH:12][S:13]([C:16]2[CH:21]=[CH:20][C:19](I)=[CH:18][CH:17]=2)(=[O:15])=[O:14])[C:9]([F:23])=[CH:8][C:3]=1[C:4]([O:6]C)=[O:5].C(=O)([O-])[O-].[Na+].[Na+].[F:30][C:31]1[CH:32]=[C:33](B(O)O)[CH:34]=[C:35]([F:37])[CH:36]=1, predict the reaction product. (8) Given the reactants [C:1]([O:5][C:6]([NH:8][C@H:9]([CH:13]([CH:20]1[CH2:25][CH2:24][CH2:23][CH2:22][CH2:21]1)[CH:14]1[CH2:19][CH2:18][CH2:17][CH2:16][CH2:15]1)[C:10]([OH:12])=O)=[O:7])([CH3:4])([CH3:3])[CH3:2].C(N(CC)CC)C.CN(C(ON1N=NC2C=CC=CC1=2)=[N+](C)C)C.F[P-](F)(F)(F)(F)F.Cl.Cl.[NH2:59][CH2:60][C:61]1[CH:62]=[CH:63][C:64]([NH2:67])=[N:65][CH:66]=1, predict the reaction product. The product is: [C:1]([O:5][C:6](=[O:7])[NH:8][C@@H:9]([C:10](=[O:12])[NH:59][CH2:60][C:61]1[CH:66]=[N:65][C:64]([NH2:67])=[CH:63][CH:62]=1)[CH:13]([CH:20]1[CH2:21][CH2:22][CH2:23][CH2:24][CH2:25]1)[CH:14]1[CH2:19][CH2:18][CH2:17][CH2:16][CH2:15]1)([CH3:4])([CH3:2])[CH3:3]. (9) Given the reactants [N:1]1([CH2:6][CH2:7][CH2:8][NH:9][C:10]([C:12]2([CH3:26])[CH2:21][CH2:20][C:19]3[C:14](=[C:15]([CH3:25])[C:16]([CH3:24])=[C:17]([OH:23])[C:18]=3[CH3:22])[O:13]2)=[O:11])[CH:5]=[CH:4][N:3]=[CH:2]1.[O:27]=[N+]([O-])[O-].[O-][N+](=O)[O-].[O-][N+](=O)[O-].[O-][N+](=O)[O-].[O-][N+](=O)[O-].[O-][N+](=O)[O-].[Ce+4].[NH4+].[NH4+].CCOC(C)=O, predict the reaction product. The product is: [N:1]1([CH2:6][CH2:7][CH2:8][NH:9][C:10](=[O:11])[C:12]([OH:27])([CH3:26])[CH2:21][CH2:20][C:19]2[C:14](=[O:13])[C:15]([CH3:25])=[C:16]([CH3:24])[C:17](=[O:23])[C:18]=2[CH3:22])[CH:5]=[CH:4][N:3]=[CH:2]1.